Dataset: Reaction yield outcomes from USPTO patents with 853,638 reactions. Task: Predict the reaction yield, written as a fraction of the theoretical maximum amount of product (1.0 means a 100% yield; for example, 0.34 means a 34% yield). (1) The product is [NH2:39][C:38]1[CH:40]=[CH:41][C:35]([C:2]2[N:7]=[C:6]([N:8]3[CH:13]([CH3:14])[CH2:12][O:11][CH2:10][CH:9]3[CH3:15])[N:5]=[C:4]([C:16]3[CH:21]=[CH:20][C:19]([NH:22][C:23]([NH:25][CH3:26])=[O:24])=[CH:18][CH:17]=3)[N:3]=2)=[CH:36][CH:37]=1. The yield is 0.860. The reactants are Cl[C:2]1[N:7]=[C:6]([N:8]2[CH:13]([CH3:14])[CH2:12][O:11][CH2:10][CH:9]2[CH3:15])[N:5]=[C:4]([C:16]2[CH:21]=[CH:20][C:19]([NH:22][C:23]([NH:25][CH3:26])=[O:24])=[CH:18][CH:17]=2)[N:3]=1.CC1(C)C(C)(C)OB([C:35]2[CH:41]=[CH:40][C:38]([NH2:39])=[CH:37][CH:36]=2)O1. No catalyst specified. (2) The reactants are [OH:1][C:2]1[CH:3]=[CH:4][C:5]2[N:9]=[C:8]([CH2:10][O:11][C:12]3[CH:13]=[C:14]([CH:19]=[CH:20][CH:21]=3)[C:15]([O:17][CH3:18])=[O:16])[N:7]([CH3:22])[C:6]=2[CH:23]=1.[Br:24][C:25]1[C:26](F)=[N:27][CH:28]=[C:29]([Br:32])[C:30]=1[Cl:31].N1C2C(=CC=C3C=2N=CC=C3)C=CC=1.C(=O)([O-])[O-].[Cs+].[Cs+]. The catalyst is [Cu](I)I.CN(C=O)C. The product is [Br:24][C:25]1[C:26]([O:1][C:2]2[CH:3]=[CH:4][C:5]3[N:9]=[C:8]([CH2:10][O:11][C:12]4[CH:13]=[C:14]([CH:19]=[CH:20][CH:21]=4)[C:15]([O:17][CH3:18])=[O:16])[N:7]([CH3:22])[C:6]=3[CH:23]=2)=[N:27][CH:28]=[C:29]([Br:32])[C:30]=1[Cl:31]. The yield is 0.540. (3) The reactants are [CH3:1][O:2][C:3]1[CH:4]=[C:5]([CH:7]=[CH:8][C:9]=1[C:10]1[O:14][CH:13]=[N:12][CH:11]=1)[NH2:6].[Cl:15][C:16]1[S:20][C:19]([CH:21]=O)=[CH:18][CH:17]=1. No catalyst specified. The product is [Cl:15][C:16]1[S:20][C:19]([CH2:21][NH:6][C:5]2[CH:7]=[CH:8][C:9]([C:10]3[O:14][CH:13]=[N:12][CH:11]=3)=[C:3]([O:2][CH3:1])[CH:4]=2)=[CH:18][CH:17]=1. The yield is 0.769. (4) The reactants are [N:1]1([C:7]2[CH:12]=[CH:11][C:10]([NH:13][C:14]([C:16]3[CH:25]=[C:24]([N:26]([CH3:28])[CH3:27])[C:23]4[C:18](=[C:19](Br)[CH:20]=[C:21]([O:29][CH3:30])[CH:22]=4)[N:17]=3)=[O:15])=[CH:9][CH:8]=2)[CH2:6][CH2:5][O:4][CH2:3][CH2:2]1.[CH3:32][N:33]1[CH2:38][CH2:37][NH:36][CH2:35][CH2:34]1.C1C=CC(P(C2C(C3C(P(C4C=CC=CC=4)C4C=CC=CC=4)=CC=C4C=3C=CC=C4)=C3C(C=CC=C3)=CC=2)C2C=CC=CC=2)=CC=1.C(=O)([O-])[O-].[Cs+].[Cs+]. The catalyst is C1(C)C=CC=CC=1. The product is [N:1]1([C:7]2[CH:12]=[CH:11][C:10]([NH:13][C:14]([C:16]3[CH:25]=[C:24]([N:26]([CH3:28])[CH3:27])[C:23]4[C:18](=[C:19]([N:36]5[CH2:37][CH2:38][N:33]([CH3:32])[CH2:34][CH2:35]5)[CH:20]=[C:21]([O:29][CH3:30])[CH:22]=4)[N:17]=3)=[O:15])=[CH:9][CH:8]=2)[CH2:6][CH2:5][O:4][CH2:3][CH2:2]1. The yield is 0.670. (5) The reactants are CC(OI1(OC(C)=O)(OC(C)=O)OC(=O)C2C=CC=CC1=2)=O.[CH3:23][N:24]([CH3:47])[C:25]1[CH:34]=[C:33]2[C:28]([CH:29]=[C:30]3[CH2:45][CH2:44][C:43](=[O:46])[C:31]3=[C:32]2[C:35]2[CH:40]=[CH:39][C:38]([CH2:41][OH:42])=[CH:37][CH:36]=2)=[CH:27][CH:26]=1. The catalyst is C(Cl)Cl. The product is [CH3:23][N:24]([CH3:47])[C:25]1[CH:34]=[C:33]2[C:28](=[CH:27][CH:26]=1)[CH:29]=[C:30]1[CH2:45][CH2:44][C:43](=[O:46])[C:31]1=[C:32]2[C:35]1[CH:36]=[CH:37][C:38]([CH:41]=[O:42])=[CH:39][CH:40]=1. The yield is 0.670.